This data is from Forward reaction prediction with 1.9M reactions from USPTO patents (1976-2016). The task is: Predict the product of the given reaction. (1) The product is: [O:8]=[CH:5][C@@H:6]([C@H:2]([C@@H:3]([C@@H:9]([CH2:10][OH:11])[OH:12])[OH:4])[OH:1])[OH:7].[O:20]=[CH:17][C@H:18]([C@@H:13]([C@H:14]([C@H:15]([C:21]([OH:23])=[O:22])[OH:16])[OH:24])[OH:25])[OH:19].[O:22]=[C:21]([OH:23])[C@H:15]([C@H:14]([C@@H:13]([C@H:18]([CH2:17][OH:20])[OH:19])[OH:25])[OH:24])[OH:16]. Given the reactants [OH:1][C:2]1[C@@H:3]([C@@H:9]([OH:12])[CH2:10][OH:11])[O:4][C:5](=[O:8])[C:6]=1[OH:7].[CH:13]1([OH:25])[CH:18]([OH:19])[CH:17]([OH:20])[O:16][CH:15]([C:21]([OH:23])=[O:22])[CH:14]1[OH:24].O=O.O=C1O[C@H]([C@H](CO)O)C(=O)C1=O.[H][H], predict the reaction product. (2) Given the reactants [Br:1][C:2]1[CH:14]=[CH:13][C:5]([O:6][CH2:7][C:8]([CH3:12])([OH:11])[CH2:9][OH:10])=[CH:4][CH:3]=1.[CH3:15][C:16]([CH3:18])=O.O1CCCC1.C(=O)([O-])[O-].[Na+].[Na+], predict the reaction product. The product is: [Br:1][C:2]1[CH:3]=[CH:4][C:5]([O:6][CH2:7][C:8]2([CH3:12])[CH2:9][O:10][C:16]([CH3:18])([CH3:15])[O:11]2)=[CH:13][CH:14]=1. (3) Given the reactants [Cl:1][C:2]1[C:7]2[N:8]=[C:9]([CH:14]3[CH2:19][CH2:18][CH2:17][CH2:16][CH2:15]3)[NH:10][S:11](=[O:13])(=[O:12])[C:6]=2[C:5](I)=[CH:4][CH:3]=1.[CH3:21][O:22][C:23]1[CH:28]=[CH:27][CH:26]=[CH:25][C:24]=1B(O)O.C([O-])([O-])=O.[Na+].[Na+], predict the reaction product. The product is: [Cl:1][C:2]1[C:7]2[N:8]=[C:9]([CH:14]3[CH2:19][CH2:18][CH2:17][CH2:16][CH2:15]3)[NH:10][S:11](=[O:13])(=[O:12])[C:6]=2[C:5]([C:24]2[CH:25]=[CH:26][CH:27]=[CH:28][C:23]=2[O:22][CH3:21])=[CH:4][CH:3]=1. (4) Given the reactants [NH2:1][C:2]1[S:6][CH:5]=[N:4][C:3]=1[C:7]([O:9][CH3:10])=[O:8].[CH:11]1[C:20]2[C:15](=[C:16]([CH2:21][C:22](O)=[O:23])[CH:17]=[CH:18][CH:19]=2)[CH:14]=[CH:13][N:12]=1, predict the reaction product. The product is: [CH:11]1[C:20]2[C:15](=[C:16]([CH2:21][C:22]([NH:1][C:2]3[S:6][CH:5]=[N:4][C:3]=3[C:7]([O:9][CH3:10])=[O:8])=[O:23])[CH:17]=[CH:18][CH:19]=2)[CH:14]=[CH:13][N:12]=1. (5) Given the reactants [CH:1]([N:4]([CH:7]([CH3:9])[CH3:8])[CH2:5][CH3:6])(C)C.[CH3:10][N:11](C(ON1N=NC2C=CC=CC1=2)=[N+](C)C)[CH3:12].F[P-](F)(F)(F)(F)F.C(C1CCN(NC)CC1)C.[CH2:44]([O:46][C:47](=[O:59])[CH2:48][N:49]1[CH:53]=[CH:52][N:51]=[C:50]1[CH2:54][CH2:55][C:56]([OH:58])=O)[CH3:45], predict the reaction product. The product is: [CH2:5]([N:4]([CH3:1])[CH:7]1[CH2:9][CH2:12][N:11]([C:56](=[O:58])[CH2:55][CH2:54][C:50]2[N:49]([CH2:48][C:47]([O:46][CH2:44][CH3:45])=[O:59])[CH:53]=[CH:52][N:51]=2)[CH2:10][CH2:8]1)[CH3:6]. (6) Given the reactants [F:1][C:2]([P:8](C(F)(F)C(F)(F)F)[C:9]([F:15])([F:14])[C:10]([F:13])([F:12])[F:11])([F:7])[C:3]([F:6])([F:5])[F:4].[OH-:23].[Na+:24], predict the reaction product. The product is: [P:8]([O:23][Na:24])([C:9]([C:10]([F:13])([F:12])[F:11])([F:15])[F:14])[C:2]([C:3]([F:6])([F:5])[F:4])([F:7])[F:1]. (7) Given the reactants [C:1]([O:5][C:6]([N:8]1[CH2:13][CH2:12][C:11](O)([C:14]2[CH:22]=[CH:21][CH:20]=[C:19]3[C:15]=2[CH:16]=[CH:17][NH:18]3)[CH2:10][CH2:9]1)=[O:7])([CH3:4])([CH3:3])[CH3:2].P(Cl)(Cl)(Cl)=O, predict the reaction product. The product is: [C:1]([O:5][C:6]([N:8]1[CH2:9][CH:10]=[C:11]([C:14]2[CH:22]=[CH:21][CH:20]=[C:19]3[C:15]=2[CH:16]=[CH:17][NH:18]3)[CH2:12][CH2:13]1)=[O:7])([CH3:4])([CH3:2])[CH3:3]. (8) Given the reactants [C:1]1([C:55]2[CH:60]=[CH:59][CH:58]=[CH:57][CH:56]=2)[CH:6]=[CH:5][CH:4]=[CH:3][C:2]=1[C:7]1[CH:20]=[CH:19][C:18]2[C:17]([C:22]3[CH:27]=[CH:26][C:25]([C:28]4[C:37]5[C:32](=[CH:33][CH:34]=[CH:35][CH:36]=5)[CH:31]=[CH:30][CH:29]=4)=[CH:24][CH:23]=3)(O)[C:16]3[C:11](=[CH:12][CH:13]=[CH:14][CH:15]=3)[C:10]([C:39]3[CH:44]=[CH:43][C:42]([C:45]4[C:54]5[C:49](=[CH:50][CH:51]=[CH:52][CH:53]=5)[CH:48]=[CH:47][CH:46]=4)=[CH:41][CH:40]=3)(O)[C:9]=2[CH:8]=1.Cl, predict the reaction product. The product is: [C:1]1([C:55]2[CH:60]=[CH:59][CH:58]=[CH:57][CH:56]=2)[CH:6]=[CH:5][CH:4]=[CH:3][C:2]=1[C:7]1[CH:20]=[CH:19][C:18]2[C:9](=[C:10]([C:39]3[CH:44]=[CH:43][C:42]([C:45]4[C:54]5[C:49](=[CH:50][CH:51]=[CH:52][CH:53]=5)[CH:48]=[CH:47][CH:46]=4)=[CH:41][CH:40]=3)[C:11]3[C:16]([C:17]=2[C:22]2[CH:23]=[CH:24][C:25]([C:28]4[C:37]5[C:32](=[CH:33][CH:34]=[CH:35][CH:36]=5)[CH:31]=[CH:30][CH:29]=4)=[CH:26][CH:27]=2)=[CH:15][CH:14]=[CH:13][CH:12]=3)[CH:8]=1.